Dataset: Reaction yield outcomes from USPTO patents with 853,638 reactions. Task: Predict the reaction yield, written as a fraction of the theoretical maximum amount of product (1.0 means a 100% yield; for example, 0.34 means a 34% yield). (1) The reactants are [C:1]([O:5][C:6](=[O:25])[N:7]([CH2:9][C:10]1[CH:14]=[C:13](Br)[N:12]([S:16]([C:19]2[CH:20]=[N:21][CH:22]=[CH:23][CH:24]=2)(=[O:18])=[O:17])[CH:11]=1)[CH3:8])([CH3:4])([CH3:3])[CH3:2].[CH3:26][C:27]1[CH:32]=[CH:31][CH:30]=[CH:29][C:28]=1B(O)O.C(=O)([O-])[O-].[Na+].[Na+]. The catalyst is COCCOC.O.C1C=CC([P]([Pd]([P](C2C=CC=CC=2)(C2C=CC=CC=2)C2C=CC=CC=2)([P](C2C=CC=CC=2)(C2C=CC=CC=2)C2C=CC=CC=2)[P](C2C=CC=CC=2)(C2C=CC=CC=2)C2C=CC=CC=2)(C2C=CC=CC=2)C2C=CC=CC=2)=CC=1. The product is [CH3:8][N:7]([CH2:9][C:10]1[CH:14]=[C:13]([C:28]2[CH:29]=[CH:30][CH:31]=[CH:32][C:27]=2[CH3:26])[N:12]([S:16]([C:19]2[CH:20]=[N:21][CH:22]=[CH:23][CH:24]=2)(=[O:18])=[O:17])[CH:11]=1)[C:6](=[O:25])[O:5][C:1]([CH3:4])([CH3:3])[CH3:2]. The yield is 0.680. (2) The reactants are Cl[C:2]1[CH:7]=[CH:6][CH:5]=[C:4]([N+:8]([O-:10])=[O:9])[CH:3]=1.[CH3:11][N:12]1[CH2:17][CH2:16][NH:15][CH2:14][CH2:13]1. No catalyst specified. The product is [CH3:11][N:12]1[CH2:17][CH2:16][N:15]([C:2]2[CH:7]=[CH:6][CH:5]=[C:4]([N+:8]([O-:10])=[O:9])[CH:3]=2)[CH2:14][CH2:13]1. The yield is 0.780.